From a dataset of Reaction yield outcomes from USPTO patents with 853,638 reactions. Predict the reaction yield, written as a fraction of the theoretical maximum amount of product (1.0 means a 100% yield; for example, 0.34 means a 34% yield). (1) The reactants are COC(=O)[O:4][CH2:5][C:6]1[CH:11]=[CH:10][CH:9]=[C:8]([NH:12][C:13](=[O:40])[CH2:14][N:15]2[N:21]=[C:20]([CH:22]3[CH2:27][CH2:26][CH2:25][CH2:24][CH2:23]3)[C:19]3[CH:28]=[CH:29][CH:30]=[CH:31][C:18]=3[N:17]([CH2:32][C:33](=[O:38])[C:34]([CH3:37])([CH3:36])[CH3:35])[C:16]2=[O:39])[CH:7]=1.C([O-])([O-])=O.[K+].[K+]. The catalyst is C1COCC1.CO. The product is [CH:22]1([C:20]2[C:19]3[CH:28]=[CH:29][CH:30]=[CH:31][C:18]=3[N:17]([CH2:32][C:33](=[O:38])[C:34]([CH3:37])([CH3:36])[CH3:35])[C:16](=[O:39])[N:15]([CH2:14][C:13]([NH:12][C:8]3[CH:9]=[CH:10][CH:11]=[C:6]([CH2:5][OH:4])[CH:7]=3)=[O:40])[N:21]=2)[CH2:23][CH2:24][CH2:25][CH2:26][CH2:27]1. The yield is 0.890. (2) The reactants are [Li]C(CC)C.C1CCCCC1.C(=O)=O.CC(C)=O.CN(CCN(C)C)C.[CH3:27][C:28]([N:31]([CH3:43])[C:32]1[CH:42]=[CH:41][CH:40]=[CH:39][C:33]=1[C:34]([NH:36][CH2:37][CH3:38])=[O:35])([CH3:30])[CH3:29].[Cl:44]C(Cl)(Cl)C(Cl)(Cl)Cl. The catalyst is C1COCC1.O. The product is [Cl:44][C:39]1[CH:40]=[CH:41][CH:42]=[C:32]([N:31]([C:28]([CH3:29])([CH3:30])[CH3:27])[CH3:43])[C:33]=1[C:34]([NH:36][CH2:37][CH3:38])=[O:35]. The yield is 0.610. (3) The yield is 0.780. No catalyst specified. The product is [F:1][C:2]1[CH:3]=[CH:4][C:5]([N:8]2[C:12]([CH2:13][O:14][C:15]3[CH:23]=[CH:22][C:18]([C:19]([NH:25][N:26]4[CH2:31][CH2:30][O:29][CH2:28][CH2:27]4)=[O:21])=[CH:17][N:16]=3)=[C:11]([CH3:24])[N:10]=[N:9]2)=[CH:6][CH:7]=1. The reactants are [F:1][C:2]1[CH:7]=[CH:6][C:5]([N:8]2[C:12]([CH2:13][O:14][C:15]3[CH:23]=[CH:22][C:18]([C:19]([OH:21])=O)=[CH:17][N:16]=3)=[C:11]([CH3:24])[N:10]=[N:9]2)=[CH:4][CH:3]=1.[NH2:25][N:26]1[CH2:31][CH2:30][O:29][CH2:28][CH2:27]1. (4) The reactants are Cl[C:2](OC1C=CC=CC=1)=[O:3].[CH:11]1([C:14]2[CH:18]=[C:17]([NH2:19])[N:16]([C:20]3[CH:21]=[N:22][N:23]([CH3:25])[CH:24]=3)[N:15]=2)[CH2:13][CH2:12]1.N1C=CC=CC=1.[NH2:32][C:33]1[CH:34]=[C:35]([C:39]([C:41]2[C:49]3[CH:48]=[N:47][CH:46]=[N:45][C:44]=3[N:43]([CH:50]([CH3:52])[CH3:51])[CH:42]=2)=[O:40])[CH:36]=[N:37][CH:38]=1. The catalyst is C1COCC1.CN(C=O)C.C(OCC)(=O)C. The product is [CH:11]1([C:14]2[CH:18]=[C:17]([NH:19][C:2]([NH:32][C:33]3[CH:38]=[N:37][CH:36]=[C:35]([C:39]([C:41]4[C:49]5[CH:48]=[N:47][CH:46]=[N:45][C:44]=5[N:43]([CH:50]([CH3:52])[CH3:51])[CH:42]=4)=[O:40])[CH:34]=3)=[O:3])[N:16]([C:20]3[CH:21]=[N:22][N:23]([CH3:25])[CH:24]=3)[N:15]=2)[CH2:13][CH2:12]1. The yield is 0.150. (5) The reactants are [CH3:1][N:2]1[C:7]2[N:8]=[CH:9][C:10]([O:12][C:13]3[CH:18]=[CH:17][CH:16]=[C:15]([O:19][C:20]([F:23])([F:22])[F:21])[CH:14]=3)=[CH:11][C:6]=2[C:5](=[O:24])[N:4]([CH2:25][CH2:26][CH2:27][O:28][CH:29]2[CH2:34][CH2:33][CH2:32][CH2:31][O:30]2)[C:3]1=[O:35].[Li+].CC([N-]C(C)C)C.[CH3:44][CH:45]([CH3:49])[CH2:46][CH:47]=[O:48]. The catalyst is C1COCC1. The product is [OH:48][CH:47]([C:11]1[C:6]2[C:5](=[O:24])[N:4]([CH2:25][CH2:26][CH2:27][O:28][CH:29]3[CH2:34][CH2:33][CH2:32][CH2:31][O:30]3)[C:3](=[O:35])[N:2]([CH3:1])[C:7]=2[N:8]=[CH:9][C:10]=1[O:12][C:13]1[CH:18]=[CH:17][CH:16]=[C:15]([O:19][C:20]([F:21])([F:22])[F:23])[CH:14]=1)[CH2:46][CH:45]([CH3:49])[CH3:44]. The yield is 0.517. (6) The product is [CH3:1][CH:2]([CH3:21])[C@H:3]([NH:11][C:12]([O:14][CH:15]1[CH2:20][CH2:19][O:18][CH2:17][CH2:16]1)=[O:13])[C:4]([OH:6])=[O:5]. No catalyst specified. The reactants are [CH3:1][CH:2]([CH3:21])[C@H:3]([NH:11][C:12]([O:14][CH:15]1[CH2:20][CH2:19][O:18][CH2:17][CH2:16]1)=[O:13])[C:4]([O:6]C(C)(C)C)=[O:5].Cl.O1CCOCC1. The yield is 1.00. (7) The reactants are C(OC(=O)[NH:7][CH:8]1[CH2:12][CH2:11][N:10]([CH:13]([C:20]2[CH:25]=[CH:24][CH:23]=[CH:22][CH:21]=2)[C:14]2[CH:19]=[CH:18][CH:17]=[CH:16][CH:15]=2)[C:9]1=[O:26])(C)(C)C.C(C(O)=O)(F)(F)F. The catalyst is C(Cl)Cl. The product is [NH2:7][CH:8]1[CH2:12][CH2:11][N:10]([CH:13]([C:14]2[CH:19]=[CH:18][CH:17]=[CH:16][CH:15]=2)[C:20]2[CH:25]=[CH:24][CH:23]=[CH:22][CH:21]=2)[C:9]1=[O:26]. The yield is 0.970.